The task is: Predict the product of the given reaction.. This data is from Forward reaction prediction with 1.9M reactions from USPTO patents (1976-2016). (1) Given the reactants [Cl:1][C:2]1[CH:3]=[C:4](OS(C(F)(F)F)(=O)=O)[CH:5]=[CH:6][C:7]=1[CH:8]([CH3:22])[C:9]([C:15]1[CH:20]=[CH:19][N:18]=[C:17](Cl)[CH:16]=1)([OH:14])[C:10]([F:13])([F:12])[F:11].[CH3:31][O:32][C:33]([C:35]1[CH:40]=[CH:39][C:38](B(O)O)=[CH:37][CH:36]=1)=[O:34], predict the reaction product. The product is: [CH3:31][O:32][C:33]([C:35]1[CH:40]=[CH:39][C:38]([C:4]2[CH:5]=[CH:6][C:7]([CH:8]([CH3:22])[C:9]([C:15]3[CH:20]=[CH:19][N:18]=[C:17]([C:38]4[CH:39]=[CH:40][C:35]([C:33]([OH:34])=[O:32])=[CH:36][CH:37]=4)[CH:16]=3)([OH:14])[C:10]([F:11])([F:13])[F:12])=[C:2]([Cl:1])[CH:3]=2)=[CH:37][CH:36]=1)=[O:34]. (2) Given the reactants C(O[C:6](=O)[N:7]([C:9]1[CH:14]=[CH:13][C:12]([C:15]2[N:16]=[C:17]([N:35]3[CH2:40][CH2:39][O:38][CH2:37][CH2:36]3)[C:18]3[N:23]=[C:22]([CH2:24][N:25]4[CH2:30][CH2:29][N:28]([S:31]([CH3:34])(=[O:33])=[O:32])[CH2:27][CH2:26]4)[S:21][C:19]=3[N:20]=2)=[CH:11][N:10]=1)C)(C)(C)C, predict the reaction product. The product is: [CH3:6][NH:7][C:9]1[CH:14]=[CH:13][C:12]([C:15]2[N:16]=[C:17]([N:35]3[CH2:40][CH2:39][O:38][CH2:37][CH2:36]3)[C:18]3[N:23]=[C:22]([CH2:24][N:25]4[CH2:30][CH2:29][N:28]([S:31]([CH3:34])(=[O:33])=[O:32])[CH2:27][CH2:26]4)[S:21][C:19]=3[N:20]=2)=[CH:11][N:10]=1. (3) Given the reactants [O:1]1[CH:5]=[CH:4][C:3]([C:6]([N:8]2[CH2:12][CH2:11][CH2:10][C@H:9]2[C:13]([O:15][NH:16][C:17](=[NH:24])[C:18]2[CH:23]=[CH:22][CH:21]=[CH:20][CH:19]=2)=O)=[O:7])=[CH:2]1, predict the reaction product. The product is: [O:1]1[CH:5]=[CH:4][C:3]([C:6]([N:8]2[CH2:12][CH2:11][CH2:10][C@H:9]2[C:13]2[O:15][N:16]=[C:17]([C:18]3[CH:23]=[CH:22][CH:21]=[CH:20][CH:19]=3)[N:24]=2)=[O:7])=[CH:2]1. (4) Given the reactants C[C:2]([N:8]1[CH2:13][CH2:12][C:11](=[O:14])[CH2:10][CH2:9]1)([CH3:7])[C:3](OC)=O.F[C:16](F)(F)[C:17]1[CH:22]=[CH:22][C:17]([C:16]2C=[CH:22][C:17]([CH2:16]N)=[CH:18]C=2)=[CH:18][CH:18]=1.C(O)(=O)C.C(O[BH-](OC(=O)C)OC(=O)C)(=O)C.[Na+].[C:51](=[O:54])([O-])[O-:52].[Na+].[Na+], predict the reaction product. The product is: [CH3:7][C:2]([N:8]1[CH2:9][CH2:10][C:11](=[O:14])[CH2:12][CH2:13]1)([CH3:3])[C:51]([O:52][C:17]([CH3:22])([CH3:18])[CH3:16])=[O:54]. (5) Given the reactants [Br:1][C:2]1[S:3][C:4]([C:8]([OH:10])=O)=[C:5]([CH3:7])[N:6]=1.C(N(CC)C(C)C)(C)C.Cl.C(N=C=NCCCN(C)C)C.ON1C2C=CC=CC=2N=N1.[CH2:42]([NH2:49])[C:43]1[CH:48]=[CH:47][CH:46]=[CH:45][CH:44]=1, predict the reaction product. The product is: [CH2:42]([NH:49][C:8]([C:4]1[S:3][C:2]([Br:1])=[N:6][C:5]=1[CH3:7])=[O:10])[C:43]1[CH:48]=[CH:47][CH:46]=[CH:45][CH:44]=1. (6) Given the reactants N#N.[C:3]([O:9][C:10]1([C:13]2[N:14]=[C:15]([CH2:18][O:19][Si](C(C)(C)C)(C)C)[O:16][CH:17]=2)[CH2:12][CH2:11]1)(=[O:8])[C:4]([CH3:7])([CH3:6])[CH3:5].CCCC[N+](CCCC)(CCCC)CCCC.[F-], predict the reaction product. The product is: [C:3]([O:9][C:10]1([C:13]2[N:14]=[C:15]([CH2:18][OH:19])[O:16][CH:17]=2)[CH2:11][CH2:12]1)(=[O:8])[C:4]([CH3:7])([CH3:6])[CH3:5]. (7) Given the reactants CCN(C(C)C)C(C)C.Cl.[CH3:11][NH:12][C@@H:13]([CH2:18][CH:19]=[CH2:20])[C:14]([O:16][CH3:17])=[O:15].[F:21][C:22]([F:30])([F:29])[CH2:23][CH2:24][S:25](Cl)(=[O:27])=[O:26].Cl, predict the reaction product. The product is: [F:21][C:22]([F:30])([F:29])[CH2:23][CH2:24][S:25]([N:12]([C@@H:13]([CH2:18][CH:19]=[CH2:20])[C:14]([O:16][CH3:17])=[O:15])[CH3:11])(=[O:27])=[O:26].